The task is: Regression/Classification. Given a drug SMILES string, predict its toxicity properties. Task type varies by dataset: regression for continuous values (e.g., LD50, hERG inhibition percentage) or binary classification for toxic/non-toxic outcomes (e.g., AMES mutagenicity, cardiotoxicity, hepatotoxicity). Dataset: ld50_zhu.. This data is from Acute oral toxicity (LD50) regression data from Zhu et al.. (1) The drug is CN(C)CCN. The rat oral LD50 is 1.89, given as -log10 of the dose in mol/kg body weight (higher means more acutely toxic). (2) The drug is CN(CCN(C)N=O)N=O. The rat oral LD50 is 2.99, given as -log10 of the dose in mol/kg body weight (higher means more acutely toxic). (3) The drug is CNC(=O)ON=C(C)C(C)SC. The rat oral LD50 is 3.10, given as -log10 of the dose in mol/kg body weight (higher means more acutely toxic). (4) The drug is CCN(CC)C(=O)N1CCN(CC(=O)NN=Cc2ccc([N+](=O)[O-])o2)CC1. The rat oral LD50 is 3.68, given as -log10 of the dose in mol/kg body weight (higher means more acutely toxic). (5) The molecule is CC(C)=O. The rat oral LD50 is 1.00, given as -log10 of the dose in mol/kg body weight (higher means more acutely toxic). (6) The molecule is CNC(=O)Oc1cccc2ccc(C)nc12. The rat oral LD50 is 3.26, given as -log10 of the dose in mol/kg body weight (higher means more acutely toxic). (7) The compound is COc1ccc(C(Oc2ccccc2)C2=NCCCN2)cc1. The rat oral LD50 is 2.47, given as -log10 of the dose in mol/kg body weight (higher means more acutely toxic). (8) The rat oral LD50 is 3.88, given as -log10 of the dose in mol/kg body weight (higher means more acutely toxic). The drug is CCOP(=S)(OCC)Oc1cc(Cl)c(Br)cc1Cl.